This data is from Forward reaction prediction with 1.9M reactions from USPTO patents (1976-2016). The task is: Predict the product of the given reaction. (1) Given the reactants [C:1]([NH:4][C:5]1[CH:10]=[C:9]([C:11]2[N:15]([CH2:16][CH3:17])[CH:14]=[C:13]([C:18]([NH2:20])=O)[CH:12]=2)[CH:8]=[CH:7][N:6]=1)(=[O:3])[CH3:2].C[N:22]([CH:24](OC)OC)C.O.[NH2:30]N.C(=O)(O)[O-].[Na+], predict the reaction product. The product is: [CH2:16]([N:15]1[CH:14]=[C:13]([C:18]2[NH:20][CH:24]=[N:22][N:30]=2)[CH:12]=[C:11]1[C:9]1[CH:8]=[CH:7][N:6]=[C:5]([NH:4][C:1](=[O:3])[CH3:2])[CH:10]=1)[CH3:17]. (2) Given the reactants OC(C)(C)CN1C=C[C:6]([NH:9][C:10](=[O:30])[C@@H:11]([N:16]2[CH2:20][C:19]([O:21][C:22]3[CH:27]=[CH:26][CH:25]=[CH:24][C:23]=3[Cl:28])=[CH:18][C:17]2=[O:29])[CH2:12][CH:13]([CH3:15])[CH3:14])=[N:5]1.Cl.CN(C)CCCN=C=NCC.ON1C2C=CC=CC=2N=N1.NC1[S:60][N:59]=[C:58]([CH2:61][C:62](=[O:64])[CH3:63])N=1, predict the reaction product. The product is: [O:64]=[C:62]([CH3:63])[CH2:61][C:58]1[N:5]=[C:6]([NH:9][C:10](=[O:30])[C@@H:11]([N:16]2[CH2:20][C:19]([O:21][C:22]3[CH:27]=[CH:26][CH:25]=[CH:24][C:23]=3[Cl:28])=[CH:18][C:17]2=[O:29])[CH2:12][CH:13]([CH3:15])[CH3:14])[S:60][N:59]=1. (3) The product is: [Br:11][C:9]1[CH:8]=[CH:7][C:3]([C:4]([OH:6])=[O:5])=[C:2]([NH:1][S:29]([C:23]2[CH:28]=[CH:27][CH:26]=[CH:25][CH:24]=2)(=[O:31])=[O:30])[CH:10]=1. Given the reactants [NH2:1][C:2]1[CH:10]=[C:9]([Br:11])[CH:8]=[CH:7][C:3]=1[C:4]([OH:6])=[O:5].C[Si](Cl)(C)C.N1C=CC=CC=1.[C:23]1([S:29](Cl)(=[O:31])=[O:30])[CH:28]=[CH:27][CH:26]=[CH:25][CH:24]=1.Cl, predict the reaction product. (4) The product is: [C:24]([O:7][C:6](=[O:8])[C:5]1[CH:9]=[CH:10][C:2]([Br:1])=[C:3]([CH3:11])[CH:4]=1)([CH3:27])([CH3:25])[CH3:23]. Given the reactants [Br:1][C:2]1[CH:10]=[CH:9][C:5]([C:6]([OH:8])=[O:7])=[CH:4][C:3]=1[CH3:11].S(Cl)(Cl)=O.C(N(CC)CC)C.[CH3:23][C:24]([CH3:27])([O-])[CH3:25].[Li+], predict the reaction product.